This data is from Full USPTO retrosynthesis dataset with 1.9M reactions from patents (1976-2016). The task is: Predict the reactants needed to synthesize the given product. (1) Given the product [NH2:9][CH2:10][C@@H:11]([CH2:16][CH:17]([CH3:19])[CH3:18])[CH2:12][C:13]([OH:15])=[O:14], predict the reactants needed to synthesize it. The reactants are: Cl.C(OC([NH:9][CH2:10][C@@H:11]([CH:16]=[C:17]([CH3:19])[CH3:18])[CH2:12][C:13]([OH:15])=[O:14])=O)(C)(C)C. (2) Given the product [NH2:1][C:2]1[C:3]([C:9]([NH2:11])=[O:10])=[N:4][C:5]([C:15]2[CH:14]=[C:13]([Br:12])[CH:18]=[CH:17][C:16]=2[F:22])=[CH:6][CH:7]=1, predict the reactants needed to synthesize it. The reactants are: [NH2:1][C:2]1[C:3]([C:9]([NH2:11])=[O:10])=[N:4][C:5](Br)=[CH:6][CH:7]=1.[Br:12][C:13]1[CH:14]=[CH:15][C:16]([F:22])=[C:17](B(O)O)[CH:18]=1. (3) Given the product [CH2:12]([O:11][C:9]1[CH:10]=[C:5]2[C:6](=[CH:7][C:8]=1[O:14][CH2:15][CH3:16])[N:17]=[CH:26][NH:28][C:4]2=[O:3])[CH3:13], predict the reactants needed to synthesize it. The reactants are: C([O:3][C:4](=O)[C:5]1[CH:10]=[C:9]([O:11][CH2:12][CH3:13])[C:8]([O:14][CH2:15][CH3:16])=[CH:7][C:6]=1[NH2:17])C.C(=O)([O-])[O-].[NH4+].[NH4+].O.[CH:26]([NH2:28])=O. (4) Given the product [CH2:1]([O:3][C:4]([C:6]1[C:15](=[O:16])[C:14]2[C:9](=[CH:10][C:11]([Cl:18])=[C:12]([F:17])[CH:13]=2)[N:8]([CH2:19][CH2:20][CH2:21][CH2:22][NH:23][CH2:25][CH2:26][CH2:27][CH2:28][N:29]2[C:34](=[O:35])[CH:33]=[C:32]([NH:36][C:37]3[CH:42]=[CH:41][C:40]([CH3:43])=[C:39]([CH2:44][CH3:45])[CH:38]=3)[NH:31][C:30]2=[O:46])[CH:7]=1)=[O:5])[CH3:2], predict the reactants needed to synthesize it. The reactants are: [CH2:1]([O:3][C:4]([C:6]1[C:15](=[O:16])[C:14]2[C:9](=[CH:10][C:11]([Cl:18])=[C:12]([F:17])[CH:13]=2)[N:8]([CH2:19][CH2:20][CH2:21][CH2:22][NH2:23])[CH:7]=1)=[O:5])[CH3:2].I[CH2:25][CH2:26][CH2:27][CH2:28][N:29]1[C:34](=[O:35])[CH:33]=[C:32]([NH:36][C:37]2[CH:42]=[CH:41][C:40]([CH3:43])=[C:39]([CH2:44][CH3:45])[CH:38]=2)[NH:31][C:30]1=[O:46].C(=O)([O-])[O-].[K+].[K+]. (5) Given the product [F:1][C:2]1[C:3]([NH:28][C@H:29]2[CH2:34][CH2:33][CH2:32][C@@H:31]([NH:35][C:36]([NH2:38])=[NH:37])[CH2:30]2)=[N:4][C:5]([C:8]2[C:16]3[C:11](=[N:12][CH:13]=[C:14]([F:17])[CH:15]=3)[NH:10][CH:9]=2)=[N:6][CH:7]=1, predict the reactants needed to synthesize it. The reactants are: [F:1][C:2]1[C:3]([NH:28][C@H:29]2[CH2:34][CH2:33][CH2:32][C@@H:31]([NH:35][C:36]([NH:38]C(=O)OC(C)(C)C)=[NH:37])[CH2:30]2)=[N:4][C:5]([C:8]2[C:16]3[C:11](=[N:12][CH:13]=[C:14]([F:17])[CH:15]=3)[N:10](S(C3C=CC(C)=CC=3)(=O)=O)[CH:9]=2)=[N:6][CH:7]=1.C[O-].[Na+].CCOC(C)=O.C([O-])(O)=O.[Na+]. (6) Given the product [NH2:1][C:4]1[CH:5]=[CH:6][C:7]([OH:22])=[N:8][C:9]=1[NH:10][C:11]1[CH:16]=[CH:15][CH:14]=[CH:13][C:12]=1[O:17][C:18]([F:21])([F:19])[F:20], predict the reactants needed to synthesize it. The reactants are: [N+:1]([C:4]1[CH:5]=[CH:6][C:7]([OH:22])=[N:8][C:9]=1[NH:10][C:11]1[CH:16]=[CH:15][CH:14]=[CH:13][C:12]=1[O:17][C:18]([F:21])([F:20])[F:19])([O-])=O. (7) Given the product [CH3:2][CH2:1][N:3]([CH2:4][CH2:5][NH:6][C:7]([C:9]1[C:13]([CH3:14])=[C:12](/[CH:15]=[C:24]2/[C:23]3[CH:22]=[C:21]([F:20])[CH:29]=[CH:28][C:27]=3[NH:26][C:25]/2=[O:30])[NH:11][C:10]=1[CH3:17])=[O:8])[CH2:18][CH3:19], predict the reactants needed to synthesize it. The reactants are: [CH2:1]([N:3]([CH2:18][CH3:19])[CH2:4][CH2:5][NH:6][C:7]([C:9]1[C:13]([CH3:14])=[C:12]([CH:15]=O)[NH:11][C:10]=1[CH3:17])=[O:8])[CH3:2].[F:20][C:21]1[CH:22]=[C:23]2[C:27](=[CH:28][CH:29]=1)[NH:26][C:25](=[O:30])[CH2:24]2.O1CCCC1.N1CCCC1.